From a dataset of Full USPTO retrosynthesis dataset with 1.9M reactions from patents (1976-2016). Predict the reactants needed to synthesize the given product. (1) Given the product [Cl:12][C:13]1[CH:18]=[CH:17][C:16]([CH:19]([C:37]2[C:36]3[C:40](=[C:32]([CH2:31][S:28]([CH3:27])(=[O:30])=[O:29])[CH:33]=[CH:34][CH:35]=3)[NH:39][CH:38]=2)[CH:20]2[CH2:22][CH:21]2[C:23]#[N:24])=[C:15]([F:26])[CH:14]=1, predict the reactants needed to synthesize it. The reactants are: [Cl-].[In+3].[Cl-].[Cl-].FC(F)(F)C(O)=O.[Cl:12][C:13]1[CH:18]=[CH:17][C:16]([CH:19](O)[CH:20]2[CH2:22][CH:21]2[C:23]#[N:24])=[C:15]([F:26])[CH:14]=1.[CH3:27][S:28]([CH2:31][C:32]1[CH:33]=[CH:34][CH:35]=[C:36]2[C:40]=1[NH:39][CH:38]=[CH:37]2)(=[O:30])=[O:29]. (2) Given the product [CH3:1][O:2][C:3](=[O:29])/[CH:4]=[CH:5]/[C:6]1[CH:7]=[CH:8][C:9]2[O:26][C:13]3([CH2:18][CH2:17][CH2:16][N:15]([CH2:19][C:34]4[CH:37]=[CH:38][C:31]([F:30])=[CH:32][CH:33]=4)[CH2:14]3)[NH:12][C:11](=[O:27])[C:10]=2[CH:28]=1, predict the reactants needed to synthesize it. The reactants are: [CH3:1][O:2][C:3](=[O:29])/[CH:4]=[CH:5]/[C:6]1[CH:7]=[CH:8][C:9]2[O:26][C:13]3([CH2:18][CH2:17][CH2:16][N:15]([C:19](OC(C)(C)C)=O)[CH2:14]3)[NH:12][C:11](=[O:27])[C:10]=2[CH:28]=1.[F:30][C:31]1[CH:38]=[CH:37][C:34](C=O)=[CH:33][CH:32]=1.[BH3-]C#N.[Na+]. (3) Given the product [C:1]([O:9][C:10]1[C:11](=[O:44])[N:12]([CH3:47])[C:13]([C:20]2([CH3:43])[CH2:25][N:24]([C:26]([O:28][C:29]([CH3:31])([CH3:32])[CH3:30])=[O:27])[CH2:23][CH2:22][N:21]2[C:33]([O:35][CH2:36][C:37]2[CH:42]=[CH:41][CH:40]=[CH:39][CH:38]=2)=[O:34])=[N:14][C:15]=1[C:16]([O:18][CH3:19])=[O:17])(=[O:8])[C:2]1[CH:7]=[CH:6][CH:5]=[CH:4][CH:3]=1, predict the reactants needed to synthesize it. The reactants are: [C:1]([O:9][C:10]1[C:11]([OH:44])=[N:12][C:13]([C:20]2([CH3:43])[CH2:25][N:24]([C:26]([O:28][C:29]([CH3:32])([CH3:31])[CH3:30])=[O:27])[CH2:23][CH2:22][N:21]2[C:33]([O:35][CH2:36][C:37]2[CH:42]=[CH:41][CH:40]=[CH:39][CH:38]=2)=[O:34])=[N:14][C:15]=1[C:16]([O:18][CH3:19])=[O:17])(=[O:8])[C:2]1[CH:7]=[CH:6][CH:5]=[CH:4][CH:3]=1.[H-].[Li+].[CH3:47]OS(OC)(=O)=O.C(O)(=O)C. (4) Given the product [CH3:22][CH:23]1[CH2:27][CH2:26][N:25]([C:2]2[C:3]([CH:8]3[CH2:11][N:10]([C:12]4[CH:21]=[CH:20][C:19]5[C:14](=[CH:15][CH:16]=[CH:17][CH:18]=5)[N:13]=4)[CH2:9]3)=[N:4][CH:5]=[CH:6][CH:7]=2)[CH2:24]1, predict the reactants needed to synthesize it. The reactants are: Br[C:2]1[C:3]([CH:8]2[CH2:11][N:10]([C:12]3[CH:21]=[CH:20][C:19]4[C:14](=[CH:15][CH:16]=[CH:17][CH:18]=4)[N:13]=3)[CH2:9]2)=[N:4][CH:5]=[CH:6][CH:7]=1.[CH3:22][CH:23]1[CH2:27][CH2:26][NH:25][CH2:24]1.C1C=CC(P(C2C(C3C(P(C4C=CC=CC=4)C4C=CC=CC=4)=CC=C4C=3C=CC=C4)=C3C(C=CC=C3)=CC=2)C2C=CC=CC=2)=CC=1.C(O[Na])(C)(C)C. (5) Given the product [F:30][C:24]1[CH:25]=[C:26]([I:29])[CH:27]=[CH:28][C:23]=1[NH:22][C:10]1[S:11][C:12]2[C:13](=[O:21])[NH:14][CH2:15][C:16]([CH3:20])([CH3:19])[CH2:17][C:18]=2[C:9]=1[C:7]([OH:8])=[O:6], predict the reactants needed to synthesize it. The reactants are: O.[OH-].[Li+].C([O:6][C:7]([C:9]1[C:18]2[CH2:17][C:16]([CH3:20])([CH3:19])[CH2:15][NH:14][C:13](=[O:21])[C:12]=2[S:11][C:10]=1[NH:22][C:23]1[CH:28]=[CH:27][C:26]([I:29])=[CH:25][C:24]=1[F:30])=[O:8])C. (6) Given the product [C:23]([O:22][C:18](=[O:21])[CH2:19][CH2:20][O:1][CH:2]1[CH2:3][CH2:4][N:5]([C:8]([O:10][CH2:11][C:12]2[CH:17]=[CH:16][CH:15]=[CH:14][CH:13]=2)=[O:9])[CH2:6][CH2:7]1)([CH3:26])([CH3:25])[CH3:24], predict the reactants needed to synthesize it. The reactants are: [OH:1][CH:2]1[CH2:7][CH2:6][N:5]([C:8]([O:10][CH2:11][C:12]2[CH:17]=[CH:16][CH:15]=[CH:14][CH:13]=2)=[O:9])[CH2:4][CH2:3]1.[C:18]([O:22][C:23]([CH3:26])([CH3:25])[CH3:24])(=[O:21])[CH:19]=[CH2:20].C(O[K])(C)(C)C. (7) Given the product [F:24][C:25]1[CH:26]=[C:27]([CH:30]=[CH:31][C:32]=1[F:33])[CH2:28][O:29][C:3]1[N:8]=[C:7]([C:9]2[CH:14]=[CH:13][C:12]([Cl:15])=[CH:11][C:10]=2[Cl:16])[C:6]([C:17]2[CH:22]=[CH:21][C:20]([Cl:23])=[CH:19][CH:18]=2)=[CH:5][N:4]=1, predict the reactants needed to synthesize it. The reactants are: CS[C:3]1[N:8]=[C:7]([C:9]2[CH:14]=[CH:13][C:12]([Cl:15])=[CH:11][C:10]=2[Cl:16])[C:6]([C:17]2[CH:22]=[CH:21][C:20]([Cl:23])=[CH:19][CH:18]=2)=[CH:5][N:4]=1.[F:24][C:25]1[CH:26]=[C:27]([CH:30]=[CH:31][C:32]=1[F:33])[CH2:28][OH:29]. (8) Given the product [ClH:36].[ClH:36].[CH3:1][C:2]1[N:3]=[C:4]([NH:7][C:8]2[CH:13]=[C:12]([O:14][C:15]3[CH:16]=[C:17]([CH:21]=[CH:22][CH:23]=3)[C:18]([NH:44][CH2:43][CH2:42][N:37]3[CH2:41][CH2:40][CH2:39][CH2:38]3)=[O:20])[CH:11]=[CH:10][N:9]=2)[S:5][CH:6]=1, predict the reactants needed to synthesize it. The reactants are: [CH3:1][C:2]1[N:3]=[C:4]([NH:7][C:8]2[CH:13]=[C:12]([O:14][C:15]3[CH:16]=[C:17]([CH:21]=[CH:22][CH:23]=3)[C:18]([OH:20])=O)[CH:11]=[CH:10][N:9]=2)[S:5][CH:6]=1.C(N(CC)CC)C.C([Cl:36])(=O)OCC.[N:37]1([CH2:42][CH2:43][NH2:44])[CH2:41][CH2:40][CH2:39][CH2:38]1. (9) Given the product [OH:35][CH2:34][CH2:33][N:32]([CH3:31])[C:28]([CH:26]1[CH2:25][CH2:24][C:23]2[C:16]3[C:15]([NH:14][C:6]4[CH:7]=[C:8]5[C:12](=[CH:13][C:5]=4[O:4][CH:2]([CH3:3])[CH3:1])[NH:11][N:10]=[CH:9]5)=[N:20][CH:19]=[N:18][C:17]=3[S:21][C:22]=2[CH2:27]1)=[O:30], predict the reactants needed to synthesize it. The reactants are: [CH3:1][CH:2]([O:4][C:5]1[CH:13]=[C:12]2[C:8]([CH:9]=[N:10][NH:11]2)=[CH:7][C:6]=1[NH:14][C:15]1[C:16]2[C:23]3[CH2:24][CH2:25][CH:26]([C:28]([OH:30])=O)[CH2:27][C:22]=3[S:21][C:17]=2[N:18]=[CH:19][N:20]=1)[CH3:3].[CH3:31][NH:32][CH2:33][CH2:34][OH:35].